This data is from Full USPTO retrosynthesis dataset with 1.9M reactions from patents (1976-2016). The task is: Predict the reactants needed to synthesize the given product. (1) The reactants are: [C:1]([N:4]1[C:13]2[C:8](=[CH:9][C:10]([C:14]3[CH:15]=[CH:16][C:17]([C:20]([O:22]C)=[O:21])=[N:18][CH:19]=3)=[CH:11][CH:12]=2)[C@H:7]([NH2:24])[CH2:6][C@@H:5]1[CH3:25])(=[O:3])[CH3:2].O.[OH-].[Li+]. Given the product [C:1]([N:4]1[C:13]2[C:8](=[CH:9][C:10]([C:14]3[CH:15]=[CH:16][C:17]([C:20]([OH:22])=[O:21])=[N:18][CH:19]=3)=[CH:11][CH:12]=2)[C@H:7]([NH2:24])[CH2:6][C@@H:5]1[CH3:25])(=[O:3])[CH3:2], predict the reactants needed to synthesize it. (2) Given the product [C:24]([O:28][C:29](=[O:40])[C@H:30]([CH2:32][C:33]1[CH:38]=[CH:37][C:36]([OH:39])=[CH:35][CH:34]=1)[NH:31][C:15]1[C:14]([N:7]([CH2:1][CH2:2][CH2:3][CH2:4][CH2:5][CH3:6])[CH2:8][CH2:9][CH2:10][CH2:11][CH2:12][CH3:13])=[N:18][S:17](=[O:19])(=[O:20])[N:16]=1)([CH3:27])([CH3:25])[CH3:26], predict the reactants needed to synthesize it. The reactants are: [CH2:1]([N:7]([C:14]1[C:15](OCC)=[N:16][S:17](=[O:20])(=[O:19])[N:18]=1)[CH2:8][CH2:9][CH2:10][CH2:11][CH2:12][CH3:13])[CH2:2][CH2:3][CH2:4][CH2:5][CH3:6].[C:24]([O:28][C:29](=[O:40])[C@H:30]([CH2:32][C:33]1[CH:38]=[CH:37][C:36]([OH:39])=[CH:35][CH:34]=1)[NH2:31])([CH3:27])([CH3:26])[CH3:25]. (3) The reactants are: [NH2:1][C:2]1[CH:30]=[CH:29][C:5]([CH2:6][C:7]2[NH:15][C:14]3[C:13](=[O:16])[N:12]([CH2:17][C:18]4[CH:23]=[CH:22][CH:21]=[CH:20][CH:19]=4)[C:11](=[O:24])[N:10]([CH2:25][CH2:26][CH2:27][CH3:28])[C:9]=3[N:8]=2)=[CH:4][CH:3]=1.[C:31]1(=O)[O:36][C:34](=[O:35])[CH2:33][CH2:32]1. Given the product [CH2:17]([N:12]1[C:13](=[O:16])[C:14]2[NH:15][C:7]([CH2:6][C:5]3[CH:4]=[CH:3][C:2]([N:1]4[C:34](=[O:35])[CH2:33][CH2:32][C:31]4=[O:36])=[CH:30][CH:29]=3)=[N:8][C:9]=2[N:10]([CH2:25][CH2:26][CH2:27][CH3:28])[C:11]1=[O:24])[C:18]1[CH:23]=[CH:22][CH:21]=[CH:20][CH:19]=1, predict the reactants needed to synthesize it. (4) Given the product [CH3:22][C:3]1[C:2]([N:23]2[CH2:27][CH2:26][CH2:25][CH2:24]2)=[N:11][C:10]2[C:5](=[CH:6][CH:7]=[CH:8][C:9]=2[C:12]2[NH:20][C:19]3[CH2:18][CH2:17][NH:16][C:15](=[O:21])[C:14]=3[CH:13]=2)[N:4]=1, predict the reactants needed to synthesize it. The reactants are: F[C:2]1[C:3]([CH3:22])=[N:4][C:5]2[C:10]([N:11]=1)=[C:9]([C:12]1[NH:20][C:19]3[CH2:18][CH2:17][NH:16][C:15](=[O:21])[C:14]=3[CH:13]=1)[CH:8]=[CH:7][CH:6]=2.[NH:23]1[CH2:27][CH2:26][CH2:25][CH2:24]1.CO.C(Cl)Cl. (5) Given the product [CH:1]([C:4]1[CH:9]=[CH:8][C:7]([O:10][CH2:13][C:14]([O:16][CH3:17])=[O:15])=[CH:6][C:5]=1[CH3:11])([CH3:3])[CH3:2], predict the reactants needed to synthesize it. The reactants are: [CH:1]([C:4]1[CH:9]=[CH:8][C:7]([OH:10])=[CH:6][C:5]=1[CH3:11])([CH3:3])[CH3:2].Br[CH2:13][C:14]([O:16][CH3:17])=[O:15].C(=O)([O-])[O-].[K+].[K+]. (6) Given the product [CH3:1][C:2]1[C:7]([O:8][CH2:22][C:23]([F:26])([F:25])[F:24])=[CH:6][CH:5]=[C:4]([CH3:9])[N:3]=1, predict the reactants needed to synthesize it. The reactants are: [CH3:1][C:2]1[C:7]([OH:8])=[CH:6][CH:5]=[C:4]([CH3:9])[N:3]=1.C(=O)([O-])[O-].[Cs+].[Cs+].FC(F)(F)S(O[CH2:22][C:23]([F:26])([F:25])[F:24])(=O)=O.O.